Predict the reactants needed to synthesize the given product. From a dataset of Full USPTO retrosynthesis dataset with 1.9M reactions from patents (1976-2016). Given the product [CH:18]1([N:21]2[CH:3]3[CH2:2][CH2:1][CH2:9][CH:11]2[CH2:12][C:5](=[O:6])[CH2:4]3)[CH2:20][CH2:19]1, predict the reactants needed to synthesize it. The reactants are: [CH:1](=O)[CH2:2][CH2:3][CH2:4][CH:5]=[O:6].C(C(O)=O)[C:9]([CH2:11][C:12](O)=O)=O.[CH:18]1([NH2:21])[CH2:20][CH2:19]1.Cl.